This data is from Forward reaction prediction with 1.9M reactions from USPTO patents (1976-2016). The task is: Predict the product of the given reaction. (1) The product is: [CH:8]1([N:1]2[CH2:6][CH2:5][CH:4]([OH:7])[CH2:3][CH2:2]2)[CH2:11][CH2:10][CH2:9]1. Given the reactants [NH:1]1[CH2:6][CH2:5][CH:4]([OH:7])[CH2:3][CH2:2]1.[C:8]1(=O)[CH2:11][CH2:10][CH2:9]1.C(O[BH-](OC(=O)C)OC(=O)C)(=O)C.[Na+], predict the reaction product. (2) The product is: [NH2:25][C:26]1[C:27]([C:36]([N:43]([CH2:39][CH2:40][CH2:41][CH3:42])[CH2:44][C:45]([O:47][CH2:48][C:49]2[CH:54]=[CH:53][CH:52]=[CH:51][CH:50]=2)=[O:46])=[O:38])=[CH:28][C:29]2[C:34]([CH:35]=1)=[CH:33][CH:32]=[CH:31][CH:30]=2. Given the reactants CN(C(ON1N=NC2C=CC=NC1=2)=[N+](C)C)C.F[P-](F)(F)(F)(F)F.[NH2:25][C:26]1[C:27]([C:36]([OH:38])=O)=[CH:28][C:29]2[C:34]([CH:35]=1)=[CH:33][CH:32]=[CH:31][CH:30]=2.[CH2:39]([NH:43][CH2:44][C:45]([O:47][CH2:48][C:49]1[CH:54]=[CH:53][CH:52]=[CH:51][CH:50]=1)=[O:46])[CH2:40][CH2:41][CH3:42].C(N(C(C)C)CC)(C)C, predict the reaction product. (3) The product is: [N+:13]([C:16]1[CH:17]=[C:18]([CH:19]=[CH:20][C:21](=[O:23])[CH2:35][C:34]([O:33][CH2:31][CH3:32])=[O:39])[CH:24]=[CH:25][CH:26]=1)([O-:15])=[O:14]. Given the reactants C(N1C=CN=C1)(N1C=CN=C1)=O.[N+:13]([C:16]1[CH:17]=[C:18]([CH:24]=[CH:25][CH:26]=1)[CH:19]=[CH:20][C:21]([OH:23])=O)([O-:15])=[O:14].[Cl-].[Mg+2].[Cl-].[K].[CH2:31]([O:33][C:34](=[O:39])[CH2:35]C(O)=O)[CH3:32], predict the reaction product. (4) Given the reactants C(O)[C@H]1O[C@@H]2O[C@H]3[C@H](O)[C@@H](O)[C@@H](O[C@H]4[C@H](O)[C@@H](O)[C@@H](O[C@H]5[C@H](O)[C@@H](O)[C@@H](O[C@H]6[C@H](O)[C@@H](O)[C@@H](O[C@H]7[C@H](O)[C@@H](O)[C@@H](O[C@H]8[C@H](O)[C@@H](O)[C@@H](O[C@H]1[C@H](O)[C@H]2O)O[C@@H]8CO)O[C@@H]7CO)O[C@@H]6CO)O[C@@H]5CO)O[C@@H]4CO)O[C@@H]3CO.[CH3:78][C@H:79]1[CH2:84][C@@H:83]([OH:85])[C@H:82]([CH:86]([CH3:88])[CH3:87])[CH2:81][CH2:80]1, predict the reaction product. The product is: [CH:79]1([CH3:78])[CH2:80][CH2:81][CH:82]([CH:86]([CH3:87])[CH3:88])[CH:83]([OH:85])[CH2:84]1. (5) The product is: [CH3:29][C:10]1([CH3:28])[CH2:9][NH:8][CH2:13][CH2:12][N:11]1[CH2:14][C:15]1[CH:16]=[C:17]([C:21]2[CH:26]=[CH:25][N:24]=[C:23]([NH:30][CH2:31][CH2:32][C:33]3[CH:38]=[CH:37][C:36]([OH:39])=[CH:35][CH:34]=3)[N:22]=2)[CH:18]=[CH:19][CH:20]=1. Given the reactants C(OC([N:8]1[CH2:13][CH2:12][N:11]([CH2:14][C:15]2[CH:20]=[CH:19][CH:18]=[C:17]([C:21]3[CH:26]=[CH:25][N:24]=[C:23](Cl)[N:22]=3)[CH:16]=2)[C:10]([CH3:29])([CH3:28])[CH2:9]1)=O)(C)(C)C.[NH2:30][CH2:31][CH2:32][C:33]1[CH:38]=[CH:37][C:36]([OH:39])=[CH:35][CH:34]=1, predict the reaction product. (6) Given the reactants Cl.[N:2]1[CH:7]=[CH:6][N:5]=[C:4]2[CH2:8][NH:9][CH:10]([C:12]([O:14][CH3:15])=[O:13])[CH2:11][C:3]=12.C(N(CC)CC)C.[Br:23][C:24]1[CH:29]=[CH:28][C:27]([S:30](Cl)(=[O:32])=[O:31])=[CH:26][CH:25]=1.C(O)(=O)CC(CC(O)=O)(C(O)=O)O, predict the reaction product. The product is: [Br:23][C:24]1[CH:29]=[CH:28][C:27]([S:30]([N:9]2[CH:10]([C:12]([O:14][CH3:15])=[O:13])[CH2:11][C:3]3[C:4](=[N:5][CH:6]=[CH:7][N:2]=3)[CH2:8]2)(=[O:32])=[O:31])=[CH:26][CH:25]=1. (7) The product is: [CH:38]1([C:36]([NH:35][C:33]2[N:34]=[C:29]3[CH:28]=[CH:27][C:26]([O:25][C:24]4[CH:23]=[C:22]([NH:21][C:7]([C:3]5[N:2]([CH3:1])[CH:6]=[CH:5][CH:4]=5)=[O:9])[CH:43]=[CH:42][CH:41]=4)=[N:31][N:30]3[CH:32]=2)=[O:37])[CH2:39][CH2:40]1. Given the reactants [CH3:1][N:2]1[CH:6]=[CH:5][CH:4]=[C:3]1[C:7]([OH:9])=O.CN(C)C=O.C(Cl)(=O)C(Cl)=O.[NH2:21][C:22]1[CH:23]=[C:24]([CH:41]=[CH:42][CH:43]=1)[O:25][C:26]1[CH:27]=[CH:28][C:29]2[N:30]([CH:32]=[C:33]([NH:35][C:36]([CH:38]3[CH2:40][CH2:39]3)=[O:37])[N:34]=2)[N:31]=1, predict the reaction product. (8) Given the reactants [NH2:1][C@@H:2]([C:6]1[CH:11]=[CH:10][CH:9]=[CH:8][C:7]=1[CH3:12])[C:3]([OH:5])=[O:4].S(Cl)([Cl:15])=O.[CH3:17]COC(C)=O, predict the reaction product. The product is: [Cl-:15].[CH3:17][O:4][C:3](=[O:5])[C@H:2]([C:6]1[CH:11]=[CH:10][CH:9]=[CH:8][C:7]=1[CH3:12])[NH3+:1].